Dataset: Full USPTO retrosynthesis dataset with 1.9M reactions from patents (1976-2016). Task: Predict the reactants needed to synthesize the given product. (1) Given the product [Cl:1][C:2]1[N:7]=[C:6]([NH:8][C:9]2[CH:14]=[C:13]([C:15]3[CH:20]=[CH:19][C:18]([F:21])=[CH:17][C:16]=3[O:22][CH3:23])[C:12]([F:24])=[CH:11][N:10]=2)[CH:5]=[C:4]([CH2:25][S:28][CH3:27])[CH:3]=1, predict the reactants needed to synthesize it. The reactants are: [Cl:1][C:2]1[N:7]=[C:6]([NH:8][C:9]2[CH:14]=[C:13]([C:15]3[CH:20]=[CH:19][C:18]([F:21])=[CH:17][C:16]=3[O:22][CH3:23])[C:12]([F:24])=[CH:11][N:10]=2)[CH:5]=[C:4]([CH2:25]Cl)[CH:3]=1.[CH3:27][S-:28].[Na+]. (2) Given the product [Br:1][C:2]1[CH:3]=[CH:4][C:5]2[O:23][CH2:22][CH:10]3[CH2:11][N:12]([C:15]([O:17][C:18]([CH3:21])([CH3:20])[CH3:19])=[O:16])[CH2:13][CH2:14][N:9]3[C:7](=[O:8])[C:6]=2[CH:24]=1, predict the reactants needed to synthesize it. The reactants are: [Br:1][C:2]1[CH:3]=[CH:4][C:5](F)=[C:6]([CH:24]=1)[C:7]([N:9]1[CH2:14][CH2:13][N:12]([C:15]([O:17][C:18]([CH3:21])([CH3:20])[CH3:19])=[O:16])[CH2:11][CH:10]1[CH2:22][OH:23])=[O:8].[H-].[Na+].